Dataset: Peptide-MHC class II binding affinity with 134,281 pairs from IEDB. Task: Regression. Given a peptide amino acid sequence and an MHC pseudo amino acid sequence, predict their binding affinity value. This is MHC class II binding data. The peptide sequence is RRIEEICMKVFAQYI. The MHC is DRB4_0103 with pseudo-sequence DRB4_0103. The binding affinity (normalized) is 0.432.